Dataset: Catalyst prediction with 721,799 reactions and 888 catalyst types from USPTO. Task: Predict which catalyst facilitates the given reaction. (1) Reactant: [C:1]([O:5][C:6]([N:8]1[CH2:12][C@@H:11]([CH2:13][N:14]([CH:31]([CH3:33])[CH3:32])[C:15](=[O:30])[C:16]2[CH:21]=[CH:20][C:19]([O:22][CH3:23])=[C:18]([O:24][CH2:25][CH2:26][CH2:27][O:28][CH3:29])[CH:17]=2)[C@H:10]([CH2:34][OH:35])[CH2:9]1)=[O:7])([CH3:4])([CH3:3])[CH3:2].C1([C@@H:42]([N:45]=[C:46]=[O:47])[CH2:43][CH3:44])C=CC=CC=1.[Al+3].[Cl-].[Cl-].[Cl-].CCO[C:55]([CH3:57])=O. Product: [C:1]([O:5][C:6]([N:8]1[CH2:9][C@@H:10]([C@H:34]([O:35][C:46](=[O:47])[NH:45][CH2:42][CH2:43][CH3:44])[C:57]2[CH:55]=[CH:12][CH:11]=[CH:10][CH:9]=2)[C@H:11]([CH2:13][N:14]([CH:31]([CH3:32])[CH3:33])[C:15](=[O:30])[C:16]2[CH:21]=[CH:20][C:19]([O:22][CH3:23])=[C:18]([O:24][CH2:25][CH2:26][CH2:27][O:28][CH3:29])[CH:17]=2)[CH2:12]1)=[O:7])([CH3:4])([CH3:3])[CH3:2]. The catalyst class is: 28. (2) Reactant: [NH2:1][C@H:2]([C:7]1[CH:12]=[CH:11][CH:10]=[CH:9][CH:8]=1)[CH2:3][C:4]([OH:6])=[O:5].[CH:13]([N:16]=[C:17]=[O:18])([CH3:15])[CH3:14]. Product: [CH:13]([NH:16][C:17]([NH:1][C@H:2]([C:7]1[CH:12]=[CH:11][CH:10]=[CH:9][CH:8]=1)[CH2:3][C:4]([OH:6])=[O:5])=[O:18])([CH3:15])[CH3:14]. The catalyst class is: 473. (3) Reactant: C([O:5][C:6](=[O:29])[CH2:7][CH2:8][O:9][CH2:10][CH2:11][O:12][CH2:13][CH2:14][O:15][CH2:16][CH2:17][O:18][CH2:19][CH2:20][S:21][S:22][C:23]1[CH:28]=[CH:27][CH:26]=[CH:25][N:24]=1)(C)(C)C.C(O)(C(F)(F)F)=O.[SiH](CC)(CC)CC. Product: [N:24]1[CH:25]=[CH:26][CH:27]=[CH:28][C:23]=1[S:22][S:21][CH2:20][CH2:19][O:18][CH2:17][CH2:16][O:15][CH2:14][CH2:13][O:12][CH2:11][CH2:10][O:9][CH2:8][CH2:7][C:6]([OH:29])=[O:5]. The catalyst class is: 426.